Dataset: Protein-peptide binding for MDM2, ACE2, and 12ca5 with 34 validated binders. Task: Binary Classification. Given protein and peptide amino acid sequences, predict whether they interact or not. (1) The protein target is MDM2 with sequence MCNTNMSVPTDGAVTTSQIPASEQETLVRPKPLLLKLLKSVGAQKDTYTMKEVLFYLGQYIMTKRLYDEKQQHIVYCSNDLLGDLFGVPSFSVKEHRKIYTMIYRNLVVVNQQESSDSGTSVSENRCHLEGGSDQKDLVQELQEEKPSSSHLVSRPSTSSRRRAISETEENSDELSGERQRKRHKSDSISLSFDESLALCVIREICCERSSSSESTGTPSNPDLDAGVSEHSGDWLDQDSVSDQFSVEFEVESLDSEDYSLSEEGQELSDEDDEVYQVTVYQAGESDTDSFEEDPEISLADYWKCTSCNEMNPPLPSHCNRCWALRENWLPEDKGKDKGEISEKAKLENSTQAEEGFDVPDCKKTIVNDSRESCVEENDDKITQASQSQESEDYSQPSTSSSIIYSSQEDVKEFEREETQDKEESVESSLPLNAIEPCVICQGRPKNGCIVHGKTGHLMACFTCAKKLKKRNKPCPVCRQPIQMIVLTYFP. The peptide is ASFAAYWAAASPK. (2) The protein target is ACE2 with sequence MSSSSWLLLSLVAVTAAQSTIEEQAKTFLDKFNHEAEDLFYQSSLASWNYNTNITEENVQNMNNAGDKWSAFLKEQSTLAQMYPLQEIQNLTVKLQLQALQQNGSSVLSEDKSKRLNTILNTMSTIYSTGKVCNPDNPQECLLLEPGLNEIMANSLDYNERLWAWESWRSEVGKQLRPLYEEYVVLKNEMARANHYEDYGDYWRGDYEVNGVDGYDYSRGQLIEDVEHTFEEIKPLYEHLHAYVRAKLMNAYPSYISPIGCLPAHLLGDMWGRFWTNLYSLTVPFGQKPNIDVTDAMVDQAWDAQRIFKEAEKFFVSVGLPNMTQGFWENSMLTDPGNVQKAVCHPTAWDLGKGDFRILMCTKVTMDDFLTAHHEMGHIQYDMAYAAQPFLLRNGANEGFHEAVGEIMSLSAATPKHLKSIGLLSPDFQEDNETEINFLLKQALTIVGTLPFTYMLEKWRWMVFKGEIPKDQWMKKWWEMKREIVGVVEPVPHDETYCDP.... The peptide is WHRAVVSDLLFEK.